This data is from Serine/threonine kinase 33 screen with 319,792 compounds. The task is: Binary Classification. Given a drug SMILES string, predict its activity (active/inactive) in a high-throughput screening assay against a specified biological target. (1) The compound is S(c1c(C(=O)NCC2OCCC2)cccc1)CCOC. The result is 0 (inactive). (2) The compound is FC(F)(F)c1cc(CCN2C(CC3CCCCC3)CN=C2N)cc(c1)C(F)(F)F. The result is 0 (inactive).